This data is from NCI-60 drug combinations with 297,098 pairs across 59 cell lines. The task is: Regression. Given two drug SMILES strings and cell line genomic features, predict the synergy score measuring deviation from expected non-interaction effect. (1) Drug 1: CCC1=C2CN3C(=CC4=C(C3=O)COC(=O)C4(CC)O)C2=NC5=C1C=C(C=C5)O. Drug 2: CC(C)(C#N)C1=CC(=CC(=C1)CN2C=NC=N2)C(C)(C)C#N. Cell line: SNB-75. Synergy scores: CSS=17.0, Synergy_ZIP=-3.89, Synergy_Bliss=2.25, Synergy_Loewe=-9.26, Synergy_HSA=2.20. (2) Drug 1: CC(CN1CC(=O)NC(=O)C1)N2CC(=O)NC(=O)C2. Drug 2: C1=C(C(=O)NC(=O)N1)F. Cell line: CAKI-1. Synergy scores: CSS=43.9, Synergy_ZIP=6.70, Synergy_Bliss=5.46, Synergy_Loewe=13.2, Synergy_HSA=14.8. (3) Drug 1: CN1C2=C(C=C(C=C2)N(CCCl)CCCl)N=C1CCCC(=O)O.Cl. Drug 2: CC(C)(C#N)C1=CC(=CC(=C1)CN2C=NC=N2)C(C)(C)C#N. Cell line: KM12. Synergy scores: CSS=-2.77, Synergy_ZIP=-1.40, Synergy_Bliss=-5.18, Synergy_Loewe=-81.7, Synergy_HSA=-5.60.